From a dataset of Full USPTO retrosynthesis dataset with 1.9M reactions from patents (1976-2016). Predict the reactants needed to synthesize the given product. (1) Given the product [CH:24]1([O:23][C:16]2[C:17]([O:21][CH3:22])=[CH:18][CH:19]=[C:20]3[C:15]=2[CH:14]=[CH:13][N:12]=[C:11]3[NH:4][C:3]2[C:2]([Cl:1])=[CH:8][CH:7]=[CH:6][C:5]=2[Cl:9])[CH2:25][CH2:26][CH2:27][CH2:28]1, predict the reactants needed to synthesize it. The reactants are: [Cl:1][C:2]1[CH:8]=[CH:7][CH:6]=[C:5]([Cl:9])[C:3]=1[NH2:4].Cl[C:11]1[C:20]2[C:15](=[C:16]([O:23][CH:24]3[CH2:28][CH2:27][CH2:26][CH2:25]3)[C:17]([O:21][CH3:22])=[CH:18][CH:19]=2)[CH:14]=[CH:13][N:12]=1. (2) Given the product [F:42][C:41]([F:44])([F:43])[C:39]([OH:45])=[O:40].[F:42][C:41]([F:44])([F:43])[C:39]([OH:45])=[O:40].[Cl:1][C:2]1[CH:3]=[C:4]([C:13]2[C:17]([CH2:18][N:19]([CH3:31])[CH2:20][CH2:21][NH:22][CH3:23])=[CH:16][NH:15][N:14]=2)[CH:5]=[C:6]([Cl:12])[C:7]=1[O:8][CH:9]([CH3:11])[CH3:10], predict the reactants needed to synthesize it. The reactants are: [Cl:1][C:2]1[CH:3]=[C:4]([C:13]2[C:17]([CH2:18][N:19]([CH3:31])[CH2:20][CH2:21][N:22](C)[C:23](=O)OC(C)(C)C)=[CH:16][N:15](C3CCCCO3)[N:14]=2)[CH:5]=[C:6]([Cl:12])[C:7]=1[O:8][CH:9]([CH3:11])[CH3:10].O.[C:39]([OH:45])([C:41]([F:44])([F:43])[F:42])=[O:40].CC#N. (3) Given the product [Cl:21][C:5]1[C:6]([NH:8][C:9]2[CH:13]=[C:12]([CH3:14])[N:11]([CH:15]3[CH2:20][CH2:19][CH2:18][CH2:17][O:16]3)[N:10]=2)=[N:7][C:2]([NH:22][C:23]2[N:28]=[CH:27][C:26]([CH:29]3[CH2:34][CH2:33][N:32]([C:35]([O:37][C:38]([CH3:40])([CH3:39])[CH3:41])=[O:36])[CH2:31][CH2:30]3)=[C:25]([CH3:42])[CH:24]=2)=[N:3][CH:4]=1, predict the reactants needed to synthesize it. The reactants are: Cl[C:2]1[N:7]=[C:6]([NH:8][C:9]2[CH:13]=[C:12]([CH3:14])[N:11]([CH:15]3[CH2:20][CH2:19][CH2:18][CH2:17][O:16]3)[N:10]=2)[C:5]([Cl:21])=[CH:4][N:3]=1.[NH2:22][C:23]1[N:28]=[CH:27][C:26]([CH:29]2[CH2:34][CH2:33][N:32]([C:35]([O:37][C:38]([CH3:41])([CH3:40])[CH3:39])=[O:36])[CH2:31][CH2:30]2)=[C:25]([CH3:42])[CH:24]=1.CC1(C)C2C(=C(P(C3C=CC=CC=3)C3C=CC=CC=3)C=CC=2)OC2C(P(C3C=CC=CC=3)C3C=CC=CC=3)=CC=CC1=2.C(=O)([O-])[O-].[Cs+].[Cs+]. (4) Given the product [N+:1]([C:4]1[CH:9]=[CH:8][C:7]([CH2:10][CH2:11][N:12]([CH2:13][CH2:14][N:15]2[CH2:16][CH2:17][N:18]([C:21]3[CH:22]=[CH:23][CH:24]=[CH:25][CH:26]=3)[CH2:19][CH2:20]2)[C:34](=[O:37])[CH2:35][CH3:36])=[CH:6][CH:5]=1)([O-:3])=[O:2], predict the reactants needed to synthesize it. The reactants are: [N+:1]([C:4]1[CH:9]=[CH:8][C:7]([CH2:10][CH2:11][NH:12][CH2:13][CH2:14][N:15]2[CH2:20][CH2:19][N:18]([C:21]3[CH:26]=[CH:25][CH:24]=[CH:23][CH:22]=3)[CH2:17][CH2:16]2)=[CH:6][CH:5]=1)([O-:3])=[O:2].CCN(CC)CC.[C:34](Cl)(=[O:37])[CH2:35][CH3:36]. (5) Given the product [CH:5]1([O:10][C:1]([N:25]2[CH2:26][CH2:27][CH2:28][CH:29]([N:44]([C:56](=[O:58])[CH3:57])[CH2:43][C:42]3[CH:41]=[C:40]([C:39]([F:52])([F:53])[F:38])[CH:47]=[C:46]([C:48]([F:51])([F:49])[F:50])[CH:45]=3)[C:23]3[CH:22]=[C:21]([CH3:20])[C:32]([O:33][C:34]([F:37])([F:36])[F:35])=[CH:31][C:24]2=3)=[O:2])[CH2:9][CH2:8][CH2:7][CH2:6]1, predict the reactants needed to synthesize it. The reactants are: [C:1](Cl)(Cl)=[O:2].[CH:5]1([OH:10])[CH2:9][CH2:8][CH2:7][CH2:6]1.C(N(C(C)C)CC)(C)C.[CH3:20][C:21]1[C:32]([O:33][C:34]([F:37])([F:36])[F:35])=[CH:31][C:24]2[NH:25][CH2:26][CH2:27][CH2:28][C:29](=O)[C:23]=2[CH:22]=1.[F:38][C:39]([F:53])([F:52])[C:40]1[CH:41]=[C:42]([CH:45]=[C:46]([C:48]([F:51])([F:50])[F:49])[CH:47]=1)[CH2:43][NH2:44].[BH4-].[Na+].[C:56](Cl)(=[O:58])[CH3:57].N1C=CC=CC=1. (6) Given the product [Br:30][C:10]1[S:9][C:8]([NH:11][C:12]([NH:14][C:15]2[CH:20]=[CH:19][C:18]([CH3:21])=[CH:17][C:16]=2[C:22]([CH:24]2[CH2:28][CH2:27][CH2:26][CH2:25]2)=[O:23])=[O:13])=[N:7][C:6]=1[CH2:5][C:4]([OH:3])=[O:29], predict the reactants needed to synthesize it. The reactants are: C([O:3][C:4](=[O:29])[CH2:5][C:6]1[N:7]=[C:8]([NH:11][C:12]([NH:14][C:15]2[CH:20]=[CH:19][C:18]([CH3:21])=[CH:17][C:16]=2[C:22]([CH:24]2[CH2:28][CH2:27][CH2:26][CH2:25]2)=[O:23])=[O:13])[S:9][CH:10]=1)C.[Br:30]N1C(=O)CCC1=O. (7) The reactants are: [Br:1][C:2]1[CH:3]=[CH:4][C:5]([O:9][CH3:10])=[C:6]([OH:8])[CH:7]=1.C(N(CC)CC)C.[Si:18](Cl)([C:21]([CH3:24])([CH3:23])[CH3:22])([CH3:20])[CH3:19]. Given the product [Br:1][C:2]1[CH:3]=[CH:4][C:5]([O:9][CH3:10])=[C:6]([CH:7]=1)[O:8][Si:18]([C:21]([CH3:24])([CH3:23])[CH3:22])([CH3:20])[CH3:19], predict the reactants needed to synthesize it. (8) Given the product [CH3:1][C:2]1[N:6]([C:7]2[CH:8]=[C:9]([CH2:13][CH2:14][NH2:15])[CH:10]=[CH:11][CH:12]=2)[N:5]=[N:4][N:3]=1, predict the reactants needed to synthesize it. The reactants are: [CH3:1][C:2]1[N:6]([C:7]2[CH:8]=[C:9]([CH2:13][C:14]#[N:15])[CH:10]=[CH:11][CH:12]=2)[N:5]=[N:4][N:3]=1. (9) The reactants are: O=O.[CH2:3]([C:16]([OH:18])=[O:17])[CH2:4][P:5]([CH2:11][CH2:12][C:13]([OH:15])=[O:14])[CH2:6][CH2:7][C:8]([OH:10])=[O:9].[SH:19][C:20]1[CH:21]=[C:22]([CH2:26][C:27]([OH:29])=[O:28])[CH:23]=[CH:24][CH:25]=1. Given the product [CH2:7]([C:8]([OH:10])=[O:9])[CH2:6][P:5]([CH2:4][CH2:3][C:16]([OH:18])=[O:17])[CH2:11][CH2:12][C:13]([OH:15])=[O:14].[SH:19][C:20]1[CH:21]=[C:22]([CH2:26][C:27]([OH:29])=[O:28])[CH:23]=[CH:24][CH:25]=1, predict the reactants needed to synthesize it.